Dataset: Forward reaction prediction with 1.9M reactions from USPTO patents (1976-2016). Task: Predict the product of the given reaction. (1) Given the reactants C([O:3][C:4](=[O:18])[CH:5]([C:11]1[CH:16]=[CH:15][CH:14]=[C:13]([Br:17])[N:12]=1)C(OCC)=O)C.C(=O)([O-])[O-].[K+].[K+].[Cl-].[NH4+], predict the reaction product. The product is: [Br:17][C:13]1[N:12]=[C:11]([CH2:5][C:4]([OH:18])=[O:3])[CH:16]=[CH:15][CH:14]=1. (2) Given the reactants N1CCCCC1.[CH3:7][O:8][C:9]1[N:14]=[CH:13][C:12]([CH:15]=O)=[CH:11][CH:10]=1.C([CH2:20][C:21]([NH:23][C:24]1[CH:32]=[CH:31][CH:30]=[CH:29][C:25]=1[C:26]([OH:28])=[O:27])=[O:22])(O)=O.CC(O)=O, predict the reaction product. The product is: [CH3:7][O:8][C:9]1[N:14]=[CH:13][C:12](/[CH:15]=[CH:20]/[C:21]([NH:23][C:24]2[CH:32]=[CH:31][CH:30]=[CH:29][C:25]=2[C:26]([OH:28])=[O:27])=[O:22])=[CH:11][CH:10]=1. (3) Given the reactants [CH2:1]=[C:2]1[CH2:7][CH2:6][C:5]([C:13]2[CH:18]=[CH:17][CH:16]=[C:15]([O:19][C:20]3[CH:25]=[CH:24][CH:23]=[CH:22][CH:21]=3)[CH:14]=2)([C:8](OCC)=[O:9])[CH2:4][CH2:3]1.[H-].[Al+3].[Li+].[H-].[H-].[H-], predict the reaction product. The product is: [CH2:1]=[C:2]1[CH2:3][CH2:4][C:5]([CH2:8][OH:9])([C:13]2[CH:18]=[CH:17][CH:16]=[C:15]([O:19][C:20]3[CH:25]=[CH:24][CH:23]=[CH:22][CH:21]=3)[CH:14]=2)[CH2:6][CH2:7]1. (4) Given the reactants [NH:1]1[C:9]2[C:4](=[CH:5][CH:6]=[CH:7][CH:8]=2)[C:3]([C:10]([O:12][CH3:13])=[O:11])=[N:2]1.[H-].[Na+].F[C:17]1[CH:22]=[CH:21][C:20]([N+:23]([O-:25])=[O:24])=[CH:19][CH:18]=1.O, predict the reaction product. The product is: [N+:23]([C:20]1[CH:21]=[CH:22][C:17]([N:1]2[C:9]3[C:4](=[CH:5][CH:6]=[CH:7][CH:8]=3)[C:3]([C:10]([O:12][CH3:13])=[O:11])=[N:2]2)=[CH:18][CH:19]=1)([O-:25])=[O:24]. (5) Given the reactants [C:1]([C:5]([C:8]([C:11]([CH2:14][C:15]([CH2:18][C:19]([CH2:22][CH2:23]I)([F:21])[F:20])([F:17])[F:16])([F:13])[F:12])([F:10])[F:9])([F:7])[F:6])([F:4])([F:3])[F:2].CNC=[O:28].O, predict the reaction product. The product is: [C:1]([C:5]([C:8]([C:11]([CH2:14][C:15]([CH2:18][C:19]([CH2:22][CH2:23][OH:28])([F:21])[F:20])([F:17])[F:16])([F:13])[F:12])([F:10])[F:9])([F:7])[F:6])([F:4])([F:3])[F:2].